From a dataset of Full USPTO retrosynthesis dataset with 1.9M reactions from patents (1976-2016). Predict the reactants needed to synthesize the given product. (1) Given the product [Cl:1][C:2]1[CH:3]=[CH:4][C:5]([NH:8][C:9]([C:11]2[C:12]([C:17]([NH:20][C:21]3[CH:22]=[CH:23][C:24]([N:27]4[CH2:32][CH2:31][O:30][CH2:29][C:28]4=[O:33])=[CH:25][CH:26]=3)=[O:19])=[N:13][CH:14]=[CH:15][N:16]=2)=[O:10])=[N:6][CH:7]=1, predict the reactants needed to synthesize it. The reactants are: [Cl:1][C:2]1[CH:3]=[CH:4][C:5]([NH:8][C:9]([C:11]2[C:12]([C:17]([OH:19])=O)=[N:13][CH:14]=[CH:15][N:16]=2)=[O:10])=[N:6][CH:7]=1.[NH2:20][C:21]1[CH:26]=[CH:25][C:24]([N:27]2[CH2:32][CH2:31][O:30][CH2:29][C:28]2=[O:33])=[CH:23][CH:22]=1. (2) Given the product [CH3:22][O:23][C:24]1[CH:25]=[C:26]([NH:36][C:2]2[N:7]=[C:6]([C:8]([OH:11])([CH3:10])[CH3:9])[CH:5]=[C:4]([C:12]3[CH:17]=[CH:16][C:15]([C:18]([F:21])([F:20])[F:19])=[CH:14][CH:13]=3)[N:3]=2)[CH:27]=[CH:28][C:29]=1[C:30]1[S:34][C:33]([CH3:35])=[N:32][CH:31]=1, predict the reactants needed to synthesize it. The reactants are: Cl[C:2]1[N:7]=[C:6]([C:8]([OH:11])([CH3:10])[CH3:9])[CH:5]=[C:4]([C:12]2[CH:17]=[CH:16][C:15]([C:18]([F:21])([F:20])[F:19])=[CH:14][CH:13]=2)[N:3]=1.[CH3:22][O:23][C:24]1[CH:25]=[C:26]([NH2:36])[CH:27]=[CH:28][C:29]=1[C:30]1[S:34][C:33]([CH3:35])=[N:32][CH:31]=1. (3) Given the product [F:1][C:2]1[CH:7]=[CH:6][C:5]([C:8]2[CH:17]=[C:16]([CH:18]([O:26][CH2:27][CH2:28][N:29]3[CH:33]=[CH:32][N:31]=[C:30]3[CH2:34][OH:35])[C:19]3[CH:24]=[CH:23][C:22]([F:25])=[CH:21][CH:20]=3)[CH:15]=[CH:14][C:9]=2[C:10]([OH:12])=[O:11])=[CH:4][CH:3]=1, predict the reactants needed to synthesize it. The reactants are: [F:1][C:2]1[CH:7]=[CH:6][C:5]([C:8]2[CH:17]=[C:16]([CH:18]([O:26][CH2:27][CH2:28][N:29]3[CH:33]=[CH:32][N:31]=[C:30]3[CH2:34][O:35][Si](C(C)(C)C)(C3C=CC=CC=3)C3C=CC=CC=3)[C:19]3[CH:24]=[CH:23][C:22]([F:25])=[CH:21][CH:20]=3)[CH:15]=[CH:14][C:9]=2[C:10]([O:12]C)=[O:11])=[CH:4][CH:3]=1.[Na]. (4) Given the product [ClH:1].[ClH:1].[CH3:50][S:51]([N:54]1[CH2:55][CH2:56][N:57]([CH:60]2[CH2:65][CH2:64][NH:63][CH2:62][CH2:61]2)[CH2:58][CH2:59]1)(=[O:52])=[O:53], predict the reactants needed to synthesize it. The reactants are: [ClH:1].CS(N1CCNCC1)(=O)=O.C(O)(=O)C.O=C1CCN(C(OC(C)(C)C)=O)CC1.[BH-](OC(C)=O)(OC(C)=O)OC(C)=O.[Na+].C([O-])([O-])=O.[Na+].[Na+].[CH3:50][S:51]([N:54]1[CH2:59][CH2:58][N:57]([CH:60]2[CH2:65][CH2:64][N:63](C(OC(C)(C)C)=O)[CH2:62][CH2:61]2)[CH2:56][CH2:55]1)(=[O:53])=[O:52].Cl. (5) Given the product [Br:1][C:2]1[CH:3]=[C:4]2[C:9](=[CH:10][CH:11]=1)[N:8]=[C:7]1[N:12]([CH3:22])[CH2:13][C:14]3[CH:21]=[CH:20][CH:19]=[CH:18][C:15]=3[CH:16]([O:17][CH2:24][CH:26]3[CH2:27][O:28]3)[C:6]1=[C:5]2[Cl:23], predict the reactants needed to synthesize it. The reactants are: [Br:1][C:2]1[CH:3]=[C:4]2[C:9](=[CH:10][CH:11]=1)[N:8]=[C:7]1[N:12]([CH3:22])[CH2:13][C:14]3[CH:21]=[CH:20][CH:19]=[CH:18][C:15]=3[CH:16]([OH:17])[C:6]1=[C:5]2[Cl:23].[CH2:24]([CH:26]1[O:28][CH2:27]1)Cl.[H-].[Na+].CN(C=O)C.